This data is from Catalyst prediction with 721,799 reactions and 888 catalyst types from USPTO. The task is: Predict which catalyst facilitates the given reaction. (1) Reactant: C([O:8][C:9]1[CH:14]=[CH:13][N:12]([CH2:15][CH:16]2[CH2:18][CH2:17]2)[C:11](=[O:19])[CH:10]=1)C1C=CC=CC=1. Product: [CH:16]1([CH2:15][N:12]2[CH:13]=[CH:14][C:9]([OH:8])=[CH:10][C:11]2=[O:19])[CH2:17][CH2:18]1. The catalyst class is: 63. (2) Product: [Cl:1][C:2]1[CH:10]=[CH:9][C:8]2[N:7](/[CH:18]=[C:19](/[C:21]3[CH:26]=[CH:25][C:24]([Cl:27])=[CH:23][C:22]=3[Cl:28])\[CH3:20])[C:6]3[CH2:11][CH2:12][N:13]([CH3:16])[CH2:14][CH2:15][C:5]=3[C:4]=2[CH:3]=1. The catalyst class is: 122. Reactant: [Cl:1][C:2]1[CH:10]=[CH:9][C:8]2[NH:7][C:6]3[CH2:11][CH2:12][N:13]([CH3:16])[CH2:14][CH2:15][C:5]=3[C:4]=2[CH:3]=1.Br[CH:18]=[C:19]([C:21]1[CH:26]=[CH:25][C:24]([Cl:27])=[CH:23][C:22]=1[Cl:28])[CH3:20].N1CCC[C@H]1C(O)=O.[O-]P([O-])([O-])=O.[K+].[K+].[K+]. (3) Reactant: F[C:2]1[CH:9]=[CH:8][C:7]([N+:10]([O-:12])=[O:11])=[CH:6][C:3]=1[C:4]#[N:5].[CH3:13][N:14]1[CH2:19][CH2:18][NH:17][CH2:16][CH2:15]1.C([O-])([O-])=O.[K+].[K+]. Product: [CH3:13][N:14]1[CH2:19][CH2:18][N:17]([C:2]2[CH:9]=[CH:8][C:7]([N+:10]([O-:12])=[O:11])=[CH:6][C:3]=2[C:4]#[N:5])[CH2:16][CH2:15]1. The catalyst class is: 3. (4) Reactant: [Cl:1][C:2]1[C:3]([CH:8]([C:20]2[CH:25]=[CH:24][C:23]([O:26][C:27]3[CH:32]=[CH:31][CH:30]=[CH:29][CH:28]=3)=[CH:22][CH:21]=2)[N:9]2C(=O)C3C(=CC=CC=3)C2=O)=[N:4][CH:5]=[CH:6][N:7]=1.NN.CCO. Product: [Cl:1][C:2]1[C:3]([CH:8]([NH2:9])[C:20]2[CH:21]=[CH:22][C:23]([O:26][C:27]3[CH:32]=[CH:31][CH:30]=[CH:29][CH:28]=3)=[CH:24][CH:25]=2)=[N:4][CH:5]=[CH:6][N:7]=1. The catalyst class is: 2. (5) Reactant: Br[C:2]1[CH:7]=[CH:6][C:5]([Cl:8])=[CH:4][CH:3]=1.C1(C)C=CC=CC=1.[B:16]([O:25]C(C)C)([O:21]C(C)C)[O:17]C(C)C.C([Li])CCC. Product: [Cl:8][C:5]1[CH:6]=[CH:7][C:2]([O:17][B:16]([OH:25])[OH:21])=[CH:3][CH:4]=1. The catalyst class is: 7. (6) Product: [CH3:15][O:14][C:12]([C:9]1[CH:10]=[CH:11][C:6]([CH:2]([NH:16][C:17]2[CH:22]=[CH:21][CH:20]=[CH:19][CH:18]=2)[C:3]([OH:5])=[O:4])=[CH:7][CH:8]=1)=[O:13].[CH2:24]([N:25]([CH:29]([CH3:31])[CH3:30])[CH:26]([CH3:28])[CH3:27])[CH3:23]. Reactant: Br[CH:2]([C:6]1[CH:11]=[CH:10][C:9]([C:12]([O:14][CH3:15])=[O:13])=[CH:8][CH:7]=1)[C:3]([OH:5])=[O:4].[NH2:16][C:17]1[CH:22]=[CH:21][CH:20]=[CH:19][CH:18]=1.[CH3:23][CH2:24][N:25]([CH:29]([CH3:31])[CH3:30])[CH:26]([CH3:28])[CH3:27]. The catalyst class is: 10. (7) Reactant: [Cl:1][C:2]1[N:3]=[C:4]([N:14]2[CH2:19][CH2:18][O:17][CH2:16][CH2:15]2)[C:5]2[O:10][C:9]([C:11]([OH:13])=O)=[CH:8][C:6]=2[N:7]=1.[CH3:20][N:21](C(ON1N=NC2C=CC=NC1=2)=[N+](C)C)C.F[P-](F)(F)(F)(F)F.CN.C(N(C(C)C)CC)(C)C. Product: [Cl:1][C:2]1[N:3]=[C:4]([N:14]2[CH2:19][CH2:18][O:17][CH2:16][CH2:15]2)[C:5]2[O:10][C:9]([C:11]([NH:21][CH3:20])=[O:13])=[CH:8][C:6]=2[N:7]=1. The catalyst class is: 3.